From a dataset of Forward reaction prediction with 1.9M reactions from USPTO patents (1976-2016). Predict the product of the given reaction. (1) Given the reactants Cl[C:2]1[C:7]2[CH:8]=[CH:9][O:10][C:6]=2[CH:5]=[CH:4][N:3]=1, predict the reaction product. The product is: [O:10]1[C:6]2[CH:5]=[CH:4][N:3]=[CH:2][C:7]=2[CH:8]=[CH:9]1. (2) The product is: [CH3:11][C:6]1[N+:5]([O-:12])=[N:4][C:3]2[N:13]([CH3:15])[CH:14]=[N:1][C:2]=2[C:7]=1[CH2:8][CH2:9][CH3:10]. Given the reactants [NH2:1][C:2]1[C:7]([CH2:8][CH2:9][CH3:10])=[C:6]([CH3:11])[N+:5]([O-:12])=[N:4][C:3]=1[NH:13][CH3:14].[CH:15](O)=O, predict the reaction product. (3) The product is: [O:18]1[CH2:19][CH2:20][N:15]([C:2]2[CH:3]=[C:4]([CH:9]=[C:10]([N+:12]([O-:14])=[O:13])[CH:11]=2)[C:5]([O:7][CH3:8])=[O:6])[CH2:16][CH2:17]1. Given the reactants Br[C:2]1[CH:3]=[C:4]([CH:9]=[C:10]([N+:12]([O-:14])=[O:13])[CH:11]=1)[C:5]([O:7][CH3:8])=[O:6].[NH:15]1[CH2:20][CH2:19][O:18][CH2:17][CH2:16]1.CC(C1C=C(C(C)C)C(C2C=CC=CC=2P(C2CCCCC2)C2CCCCC2)=C(C(C)C)C=1)C.P([O-])([O-])([O-])=O.[K+].[K+].[K+], predict the reaction product. (4) Given the reactants Cl.[C:2]([C:4]1[N:5]([C:15]2[CH:28]=[CH:27][C:18]([CH2:19][NH:20][C:21]([C:23]3([NH2:26])[CH2:25][CH2:24]3)=[O:22])=[CH:17][CH:16]=2)[C:6]2[C:11]([CH:12]=1)=[CH:10][C:9]([O:13][CH3:14])=[CH:8][CH:7]=2)#[N:3].[CH3:29][O:30][C:31]1[CH:35]=[C:34]([C:36](O)=[O:37])[O:33][N:32]=1, predict the reaction product. The product is: [C:2]([C:4]1[N:5]([C:15]2[CH:28]=[CH:27][C:18]([CH2:19][NH:20][C:21]([C:23]3([NH:26][C:36]([C:34]4[O:33][N:32]=[C:31]([O:30][CH3:29])[CH:35]=4)=[O:37])[CH2:24][CH2:25]3)=[O:22])=[CH:17][CH:16]=2)[C:6]2[C:11]([CH:12]=1)=[CH:10][C:9]([O:13][CH3:14])=[CH:8][CH:7]=2)#[N:3]. (5) Given the reactants Br[C:2]1[CH:7]=[CH:6][C:5]([C:8]2[CH:9]=[C:10]([C:13]([O:15][CH3:16])=[O:14])[S:11][CH:12]=2)=[CH:4][CH:3]=1.[C:17]([C:20]1[CH:25]=[CH:24][C:23](B(O)O)=[CH:22][CH:21]=1)(=[O:19])[CH3:18], predict the reaction product. The product is: [C:17]([C:20]1[CH:25]=[CH:24][C:23]([C:2]2[CH:7]=[CH:6][C:5]([C:8]3[CH:9]=[C:10]([C:13]([O:15][CH3:16])=[O:14])[S:11][CH:12]=3)=[CH:4][CH:3]=2)=[CH:22][CH:21]=1)(=[O:19])[CH3:18].